This data is from Reaction yield outcomes from USPTO patents with 853,638 reactions. The task is: Predict the reaction yield, written as a fraction of the theoretical maximum amount of product (1.0 means a 100% yield; for example, 0.34 means a 34% yield). The reactants are [CH:1]1([C:4]2[CH:5]=[CH:6][C:7]([C:12]#[N:13])=[N:8][C:9]=2[CH2:10]O)[CH2:3][CH2:2]1.C(Br)(Br)(Br)[Br:15].C1C=CC(P(C2C=CC=CC=2)C2C=CC=CC=2)=CC=1. The catalyst is C1COCC1. The product is [Br:15][CH2:10][C:9]1[N:8]=[C:7]([C:12]#[N:13])[CH:6]=[CH:5][C:4]=1[CH:1]1[CH2:3][CH2:2]1. The yield is 0.740.